Task: Predict the reaction yield, written as a fraction of the theoretical maximum amount of product (1.0 means a 100% yield; for example, 0.34 means a 34% yield).. Dataset: Reaction yield outcomes from USPTO patents with 853,638 reactions The reactants are [Cl:1][C:2]1[CH:7]=[CH:6][CH:5]=[C:4]([Cl:8])[C:3]=1[CH2:9][O:10][C:11]1[CH:16]=[CH:15][C:14]2[C:17]3([CH2:23][O:24][C:13]=2[CH:12]=1)[CH2:22][CH2:21][NH:20][CH2:19][CH2:18]3.[C:25]([O:31][C:32]([CH3:35])([CH3:34])[CH3:33])(=[O:30])[CH2:26][C:27]([CH3:29])=O.C(O[BH-](OC(=O)C)OC(=O)C)(=O)C.[Na+].C(O)(=O)C. The catalyst is ClC(Cl)C.CCOC(C)=O. The product is [Cl:8][C:4]1[CH:5]=[CH:6][CH:7]=[C:2]([Cl:1])[C:3]=1[CH2:9][O:10][C:11]1[CH:16]=[CH:15][C:14]2[C:17]3([CH2:23][O:24][C:13]=2[CH:12]=1)[CH2:18][CH2:19][N:20]([CH:27]([CH3:29])[CH2:26][C:25]([O:31][C:32]([CH3:35])([CH3:34])[CH3:33])=[O:30])[CH2:21][CH2:22]3. The yield is 0.725.